This data is from Full USPTO retrosynthesis dataset with 1.9M reactions from patents (1976-2016). The task is: Predict the reactants needed to synthesize the given product. (1) Given the product [C:38]([C:35]1[CH:36]=[CH:37][C:32]([O:31][C:17]2[C:16]([NH:15][S:11]([C:9]3[CH:8]=[CH:7][CH:6]=[C:5]4[C:10]=3[N:1]=[CH:2][CH:3]=[CH:4]4)(=[O:13])=[O:12])=[CH:21][CH:20]=[C:19]([O:22][C:23]3[CH:28]=[CH:27][C:26]([C:29]#[N:30])=[CH:25][CH:24]=3)[N:18]=2)=[CH:33][CH:34]=1)#[N:39], predict the reactants needed to synthesize it. The reactants are: [N:1]1[C:10]2[C:5](=[CH:6][CH:7]=[CH:8][C:9]=2[S:11](Cl)(=[O:13])=[O:12])[CH:4]=[CH:3][CH:2]=1.[NH2:15][C:16]1[C:17]([O:31][C:32]2[CH:37]=[CH:36][C:35]([C:38]#[N:39])=[CH:34][CH:33]=2)=[N:18][C:19]([O:22][C:23]2[CH:28]=[CH:27][C:26]([C:29]#[N:30])=[CH:25][CH:24]=2)=[CH:20][CH:21]=1. (2) Given the product [NH2:1][C:2]1[CH:3]=[C:4]([C:5]([N:7]2[C:20]([C:16]3[CH:17]=[C:18]([F:19])[C:13]([Cl:12])=[CH:14][C:15]=3[F:29])([OH:28])[CH2:21][C:22]([C:23]([F:25])([F:26])[F:24])=[N:8]2)=[O:6])[CH:9]=[CH:10][CH:11]=1, predict the reactants needed to synthesize it. The reactants are: [NH2:1][C:2]1[CH:3]=[C:4]([CH:9]=[CH:10][CH:11]=1)[C:5]([NH:7][NH2:8])=[O:6].[Cl:12][C:13]1[C:18]([F:19])=[CH:17][C:16]([C:20](=[O:28])[CH2:21][C:22](=O)[C:23]([F:26])([F:25])[F:24])=[C:15]([F:29])[CH:14]=1. (3) Given the product [Br:7][C:8]1[CH:9]=[C:10]2[C:15](=[CH:16][CH:17]=1)[N:14]=[C:13]([O:18][CH3:19])[C:12]1[C:20]([CH3:32])([O:27][CH2:28][CH:29]([OH:30])[CH2:31][N:43]3[CH:44]=[CH:45][C:41]([C:38]4[CH:37]=[CH:36][C:35]([C:34]([F:33])([F:46])[F:47])=[CH:40][CH:39]=4)=[N:42]3)[C:21]3[C:26]([C:11]2=1)=[CH:25][CH:24]=[CH:23][CH:22]=3, predict the reactants needed to synthesize it. The reactants are: C(=O)([O-])[O-].[K+].[K+].[Br:7][C:8]1[CH:9]=[C:10]2[C:15](=[CH:16][CH:17]=1)[N:14]=[C:13]([O:18][CH3:19])[C:12]1[C:20]([CH3:32])([O:27][CH2:28][CH:29]3[CH2:31][O:30]3)[C:21]3[C:26]([C:11]2=1)=[CH:25][CH:24]=[CH:23][CH:22]=3.[F:33][C:34]([F:47])([F:46])[C:35]1[CH:40]=[CH:39][C:38]([C:41]2[CH:45]=[CH:44][NH:43][N:42]=2)=[CH:37][CH:36]=1. (4) Given the product [NH2:21][C:20]1[N:19]=[CH:18][N:17]=[C:16]2[N:12]([CH:10]([C:4]3[C:3]([O:23][CH3:24])=[C:2]([C:38]4[CH:37]=[N:36][N:35]([CH2:34][CH2:33][OH:32])[CH:39]=4)[C:7]([CH3:8])=[C:6]([Cl:9])[CH:5]=3)[CH3:11])[N:13]=[C:14]([CH3:22])[C:15]=12, predict the reactants needed to synthesize it. The reactants are: Br[C:2]1[C:3]([O:23][CH3:24])=[C:4]([CH:10]([N:12]2[C:16]3=[N:17][CH:18]=[N:19][C:20]([NH2:21])=[C:15]3[C:14]([CH3:22])=[N:13]2)[CH3:11])[CH:5]=[C:6]([Cl:9])[C:7]=1[CH3:8].[Si]([O:32][CH2:33][CH2:34][N:35]1[CH:39]=[C:38](B2OC(C)(C)C(C)(C)O2)[CH:37]=[N:36]1)(C(C)(C)C)(C)C.C(=O)([O-])[O-].[Na+].[Na+].ClCCl. (5) Given the product [Cl:14][C:15]1[N:20]=[CH:19][C:18]([C:21]2[N:3]3[N:4]=[CH:5][C:6]([C:7]([C:9]4[S:10][CH:11]=[CH:12][CH:13]=4)=[O:8])=[C:2]3[N:1]=[CH:23][CH:22]=2)=[CH:17][CH:16]=1, predict the reactants needed to synthesize it. The reactants are: [NH2:1][C:2]1[C:6]([C:7]([C:9]2[S:10][CH:11]=[CH:12][CH:13]=2)=[O:8])=[CH:5][NH:4][N:3]=1.[Cl:14][C:15]1[N:20]=[CH:19][C:18]([C:21](=O)/[CH:22]=[CH:23]/N(C)C)=[CH:17][CH:16]=1. (6) Given the product [CH2:15]([O:17][C:18]1[CH:19]=[C:20]([CH:21]2[C:7]([C:1]3[CH:6]=[CH:5][CH:4]=[CH:3][CH:2]=3)=[C:8]([C@@H:10]3[CH2:14][CH2:13][CH2:12][O:11]3)[NH:33][C:31](=[O:32])[NH:30]2)[CH:23]=[C:24]([N+:27]([O-:29])=[O:28])[C:25]=1[OH:26])[CH3:16], predict the reactants needed to synthesize it. The reactants are: [C:1]1([CH2:7][C:8]([C@@H:10]2[CH2:14][CH2:13][CH2:12][O:11]2)=O)[CH:6]=[CH:5][CH:4]=[CH:3][CH:2]=1.[CH2:15]([O:17][C:18]1[CH:19]=[C:20]([CH:23]=[C:24]([N+:27]([O-:29])=[O:28])[C:25]=1[OH:26])[CH:21]=O)[CH3:16].[NH2:30][C:31]([NH2:33])=[O:32]. (7) Given the product [CH3:17][CH:16]([CH2:15][N:14]1[C:10]2[C:9]3[CH:8]=[CH:7][CH:6]=[CH:5][C:4]=3[N:3]=[C:2]([NH2:19])[C:11]=2[N:12]=[CH:13]1)[CH3:18], predict the reactants needed to synthesize it. The reactants are: Cl[C:2]1[C:11]2[N:12]=[CH:13][N:14]([CH2:15][CH:16]([CH3:18])[CH3:17])[C:10]=2[C:9]2[CH:8]=[CH:7][CH:6]=[CH:5][C:4]=2[N:3]=1.[NH2:19]C(N)=O.CS(C)=O.[OH-].[Na+]. (8) Given the product [CH3:24][C:16]([NH:15][C:14]([C:12]1[S:11][C:10]2[NH:6][N:7]=[C:8]([NH:26][C:27](=[O:42])[C:28]3[CH:33]=[CH:32][CH:31]=[CH:30][C:29]=3[NH:34][C:35]([C:37]3[NH:38][CH:39]=[CH:40][CH:41]=3)=[O:36])[C:9]=2[CH:13]=1)=[O:25])([C:18]1[CH:23]=[CH:22][CH:21]=[CH:20][CH:19]=1)[CH3:17], predict the reactants needed to synthesize it. The reactants are: C(OC([N:6]1[C:10]2[S:11][C:12]([C:14](=[O:25])[NH:15][C:16]([CH3:24])([C:18]3[CH:23]=[CH:22][CH:21]=[CH:20][CH:19]=3)[CH3:17])=[CH:13][C:9]=2[C:8]([NH:26][C:27](=[O:42])[C:28]2[CH:33]=[CH:32][CH:31]=[CH:30][C:29]=2[NH:34][C:35]([C:37]2[NH:38][CH:39]=[CH:40][CH:41]=2)=[O:36])=[N:7]1)=O)C. (9) The reactants are: [CH3:1][C:2]1[CH:7]=[C:6]([NH2:8])[CH:5]=[CH:4][N:3]=1.C[Al](C)C.[F:13][C:14]1[CH:19]=[CH:18][C:17]([N:20]2[C:24]([CH3:25])=[C:23]([C:26](OCC)=[O:27])[N:22]=[N:21]2)=[CH:16][CH:15]=1. Given the product [F:13][C:14]1[CH:15]=[CH:16][C:17]([N:20]2[C:24]([CH3:25])=[C:23]([C:26]([NH:8][C:6]3[CH:5]=[CH:4][N:3]=[C:2]([CH3:1])[CH:7]=3)=[O:27])[N:22]=[N:21]2)=[CH:18][CH:19]=1, predict the reactants needed to synthesize it.